From a dataset of Full USPTO retrosynthesis dataset with 1.9M reactions from patents (1976-2016). Predict the reactants needed to synthesize the given product. (1) Given the product [OH:64][C:57]1[CH:56]=[C:55]([CH:60]=[CH:59][C:58]=1[NH2:61])[O:54][C:51]1[CH:52]=[CH:53][C:48]([C:15]2([C:12]3[CH:13]=[CH:14][C:9]([O:8][C:7]4[CH:72]=[CH:73][C:4]([NH2:1])=[C:5]([OH:74])[CH:6]=4)=[CH:10][CH:11]=3)[C:16]3[CH:17]=[C:18]([C:38]45[CH2:45][CH:44]6[CH2:46][CH:40]([CH2:41][CH:42]([CH2:43]6)[CH2:47]4)[CH2:39]5)[CH:19]=[CH:20][C:21]=3[C:22]3[C:27]2=[CH:26][C:25]([C:28]24[CH2:29][CH:30]5[CH2:36][CH:34]([CH2:33][CH:32]([CH2:31]5)[CH2:37]2)[CH2:35]4)=[CH:24][CH:23]=3)=[CH:49][CH:50]=1, predict the reactants needed to synthesize it. The reactants are: [N+:1]([C:4]1[CH:73]=[CH:72][C:7]([O:8][C:9]2[CH:14]=[CH:13][C:12]([C:15]3([C:48]4[CH:53]=[CH:52][C:51]([O:54][C:55]5[CH:60]=[CH:59][C:58]([N+:61]([O-])=O)=[C:57]([O:64]CC6C=CC=CC=6)[CH:56]=5)=[CH:50][CH:49]=4)[C:27]4[CH:26]=[C:25]([C:28]56[CH2:37][CH:32]7[CH2:33][CH:34]([CH2:36][CH:30]([CH2:31]7)[CH2:29]5)[CH2:35]6)[CH:24]=[CH:23][C:22]=4[C:21]4[C:16]3=[CH:17][C:18]([C:38]35[CH2:47][CH:42]6[CH2:43][CH:44]([CH2:46][CH:40]([CH2:41]6)[CH2:39]3)[CH2:45]5)=[CH:19][CH:20]=4)=[CH:11][CH:10]=2)=[CH:6][C:5]=1[O:74]CC1C=CC=CC=1)([O-])=O. (2) Given the product [CH2:2]([O:4][C:5]([C:7]1[C:8]2[S:16][CH:15]=[C:14]([CH2:17][O:18][C:19]3[CH:24]=[CH:23][CH:22]=[C:21]([O:25][CH2:26][C:27]4[CH:32]=[CH:31][CH:30]=[C:29]([O:33][CH3:34])[CH:28]=4)[CH:20]=3)[C:9]=2[C:10]([NH2:1])=[N:11][CH:12]=1)=[O:6])[CH3:3], predict the reactants needed to synthesize it. The reactants are: [NH3:1].[CH2:2]([O:4][C:5]([C:7]1[C:8]2[S:16][CH:15]=[C:14]([CH2:17][O:18][C:19]3[CH:24]=[CH:23][CH:22]=[C:21]([O:25][CH2:26][C:27]4[CH:32]=[CH:31][CH:30]=[C:29]([O:33][CH3:34])[CH:28]=4)[CH:20]=3)[C:9]=2[C:10](Cl)=[N:11][CH:12]=1)=[O:6])[CH3:3]. (3) Given the product [CH3:1][NH:2][C:3]([C:5]1[C:10]([N:12]2[CH2:15][CH:14]([C:16]3[NH:20][C:19]4[CH:21]=[CH:22][C:23]([Cl:25])=[CH:24][C:18]=4[N:17]=3)[CH2:13]2)=[N:9][CH:8]=[CH:7][N:6]=1)=[O:4], predict the reactants needed to synthesize it. The reactants are: [CH3:1][NH:2][C:3]([C:5]1[C:10](Cl)=[N:9][CH:8]=[CH:7][N:6]=1)=[O:4].[NH:12]1[CH2:15][CH:14]([C:16]2[NH:20][C:19]3[CH:21]=[CH:22][C:23]([Cl:25])=[CH:24][C:18]=3[N:17]=2)[CH2:13]1.C([O-])([O-])=O.[K+].[K+]. (4) Given the product [I:23][C:20]1[CH:21]=[CH:22][C:17]2[N:18]([CH:2]=[C:3]([C:5]3[CH:6]=[CH:7][C:8]([N:11]4[CH:15]=[CH:14][N:13]=[CH:12]4)=[N:9][CH:10]=3)[N:16]=2)[CH:19]=1, predict the reactants needed to synthesize it. The reactants are: Br[CH2:2][C:3]([C:5]1[CH:6]=[CH:7][C:8]([N:11]2[CH:15]=[CH:14][N:13]=[CH:12]2)=[N:9][CH:10]=1)=O.[NH2:16][C:17]1[CH:22]=[CH:21][C:20]([I:23])=[CH:19][N:18]=1. (5) Given the product [CH2:1]([O:3][C:4]1[C:5]([C:20]2[CH:25]=[CH:24][C:23]([CH2:26][C:27]([OH:29])=[O:28])=[C:22]([F:30])[CH:21]=2)=[CH:6][NH:7][C:8](=[O:10])[CH:9]=1)[CH3:2], predict the reactants needed to synthesize it. The reactants are: [CH2:1]([O:3][C:4]1[CH:9]=[C:8]([O:10]CC2C=CC(OC)=CC=2)[N:7]=[CH:6][C:5]=1[C:20]1[CH:25]=[CH:24][C:23]([CH2:26][C:27]([OH:29])=[O:28])=[C:22]([F:30])[CH:21]=1)[CH3:2].